From a dataset of Forward reaction prediction with 1.9M reactions from USPTO patents (1976-2016). Predict the product of the given reaction. (1) Given the reactants Cl[C:2]1[N:7]=[C:6]2[S:8][C:9]([NH:11][C:12]3[CH:17]=[C:16]([CH2:18][C:19]4[CH:24]=[CH:23][CH:22]=[CH:21][CH:20]=4)[N:15]=[C:14]([NH:25][C@H:26]4[CH2:31][CH2:30][C@H:29]([OH:32])[CH2:28][CH2:27]4)[N:13]=3)=[N:10][C:5]2=[CH:4][CH:3]=1.[O:33]1[CH2:37][CH2:36][NH:35][C:34]1=[O:38].C(=O)([O-])[O-].[Cs+].[Cs+].CNCCNC, predict the reaction product. The product is: [OH:32][C@H:29]1[CH2:30][CH2:31][C@H:26]([NH:25][C:14]2[N:13]=[C:12]([NH:11][C:9]3[S:8][C:6]4[C:5]([N:10]=3)=[CH:4][CH:3]=[C:2]([N:35]3[CH2:36][CH2:37][O:33][C:34]3=[O:38])[N:7]=4)[CH:17]=[C:16]([CH2:18][C:19]3[CH:24]=[CH:23][CH:22]=[CH:21][CH:20]=3)[N:15]=2)[CH2:27][CH2:28]1. (2) Given the reactants COC1C=C(C)C(S(N2CCCC2COCC(O)=O)(=O)=O)=C(C)C=1.N1C=CC=C(C2(O)CCNCC2)C=1.C(=O)(O)[O-].[Na+].[OH:43][C:44]1([C:73]2[CH:74]=[N:75][CH:76]=[CH:77][CH:78]=2)[CH2:49][CH2:48][N:47]([C:50](=[O:72])[CH2:51][O:52][CH2:53][CH:54]2[CH2:58][CH2:57][CH2:56][N:55]2[S:59]([C:62]2[C:67]([CH3:68])=[CH:66][C:65]([O:69][CH3:70])=[CH:64][C:63]=2[CH3:71])(=[O:61])=[O:60])[CH2:46][CH2:45]1.[Cl:79][Si](C)(C)C, predict the reaction product. The product is: [ClH:79].[OH:43][C:44]1([C:73]2[CH:74]=[N:75][CH:76]=[CH:77][CH:78]=2)[CH2:45][CH2:46][N:47]([C:50](=[O:72])[CH2:51][O:52][CH2:53][CH:54]2[CH2:58][CH2:57][CH2:56][N:55]2[S:59]([C:62]2[C:67]([CH3:68])=[CH:66][C:65]([O:69][CH3:70])=[CH:64][C:63]=2[CH3:71])(=[O:60])=[O:61])[CH2:48][CH2:49]1. (3) Given the reactants P(Br)(Br)[Br:2].[CH2:5]1[O:15][C:14]2[CH:13]=[CH:12][C:9]([CH2:10]O)=[CH:8][C:7]=2[O:6]1, predict the reaction product. The product is: [CH2:5]1[O:15][C:14]2[CH:13]=[CH:12][C:9]([CH2:10][Br:2])=[CH:8][C:7]=2[O:6]1. (4) Given the reactants [O:1]1[C:5]2[CH:6]=[CH:7][CH:8]=[CH:9][C:4]=2[N:3]=[C:2]1[C:10]1[CH:11]=[CH:12][C:13]([NH:17][CH:18]2[CH2:23][CH2:22][O:21][CH2:20][CH2:19]2)=[C:14]([CH:16]=1)[NH2:15].[NH:24]1[CH:28]=[CH:27][N:26]=[C:25]1[CH:29]=O.OOS([O-])=O.[K+].C(=O)([O-])[O-].[K+].[K+], predict the reaction product. The product is: [O:1]1[C:5]2[CH:6]=[CH:7][CH:8]=[CH:9][C:4]=2[N:3]=[C:2]1[C:10]1[CH:11]=[CH:12][C:13]2[N:17]([CH:18]3[CH2:23][CH2:22][O:21][CH2:20][CH2:19]3)[C:29]([C:25]3[NH:24][CH:28]=[CH:27][N:26]=3)=[N:15][C:14]=2[CH:16]=1. (5) Given the reactants [Br:1][C:2]1[CH:7]=[CH:6][C:5]([C:8]([N:13]2[C:21]3[C:16](=[C:17]([NH:22][C:23](=[O:29])[O:24][C:25]([CH3:28])([CH3:27])[CH3:26])[CH:18]=[CH:19][CH:20]=3)[CH:15]=[N:14]2)([CH2:11][CH3:12])[CH:9]=[O:10])=[CH:4][CH:3]=1.[CH3:30][Mg]Br, predict the reaction product. The product is: [Br:1][C:2]1[CH:7]=[CH:6][C:5]([C:8]([N:13]2[C:21]3[C:16](=[C:17]([NH:22][C:23](=[O:29])[O:24][C:25]([CH3:28])([CH3:27])[CH3:26])[CH:18]=[CH:19][CH:20]=3)[CH:15]=[N:14]2)([CH2:11][CH3:12])[CH:9]([OH:10])[CH3:30])=[CH:4][CH:3]=1.